Dataset: Reaction yield outcomes from USPTO patents with 853,638 reactions. Task: Predict the reaction yield, written as a fraction of the theoretical maximum amount of product (1.0 means a 100% yield; for example, 0.34 means a 34% yield). (1) The reactants are [CH2:1]([C:3]1[CH:19]=[CH:18][C:6]([O:7][C:8]2[CH:13]=[CH:12][C:11]([C:14](=[O:16])[CH3:15])=[CH:10][C:9]=2[F:17])=[C:5]([OH:20])[CH:4]=1)[CH3:2].[C:21]([NH:28][CH2:29][C:30](O)=[O:31])([O:23][C:24]([CH3:27])([CH3:26])[CH3:25])=[O:22].F[P-](F)(F)(F)(F)F.N1(O[P+](N(C)C)(N(C)C)N(C)C)C2C=CC=CC=2N=N1.C(N(CC)CC)C. The catalyst is C1COCC1. The product is [C:14]([C:11]1[CH:12]=[CH:13][C:8]([O:7][C:6]2[CH:18]=[CH:19][C:3]([CH2:1][CH3:2])=[CH:4][C:5]=2[O:20][C:30](=[O:31])[CH2:29][NH:28][C:21]([O:23][C:24]([CH3:26])([CH3:25])[CH3:27])=[O:22])=[C:9]([F:17])[CH:10]=1)(=[O:16])[CH3:15]. The yield is 0.580. (2) The reactants are Br[CH2:2][C:3]1[C:12]([C:13]#[N:14])=[CH:11][CH:10]=[CH:9][C:4]=1[C:5]([O:7][CH3:8])=[O:6].C1(=O)O[C:19](=[O:20])[C:18]2=[CH:22][CH:23]=[CH:24][CH:25]=[C:17]2[CH2:16]1.C(N(CC)CC)C. The catalyst is C(#N)C. The product is [O:20]=[C:19]1[C:18]2[C:17](=[CH:25][CH:24]=[CH:23][CH:22]=2)[C:16]2[CH2:2][C:3]3[C:4]([C:5]([O:7][CH3:8])=[O:6])=[CH:9][CH:10]=[CH:11][C:12]=3[C:13]=2[NH:14]1. The yield is 0.810. (3) The reactants are [Br:1][C:2]1[S:6][C:5]([S:7](Cl)(=[O:9])=[O:8])=[CH:4][CH:3]=1.O.[NH3:12]. The catalyst is O1CCOCC1. The product is [Br:1][C:2]1[S:6][C:5]([S:7]([NH2:12])(=[O:9])=[O:8])=[CH:4][CH:3]=1. The yield is 0.680. (4) The reactants are [CH2:1]([C:5]1[N:6]([CH2:10][C:11]2[CH:16]=[CH:15][CH:14]=[CH:13][C:12]=2[Cl:17])[CH:7]=[CH:8][N:9]=1)[CH2:2][CH2:3][CH3:4].C=O.[C:20]([O-])(=[O:22])C.[Na+]. The catalyst is C(O)(=O)C. The product is [CH2:1]([C:5]1[N:6]([CH2:10][C:11]2[CH:16]=[CH:15][CH:14]=[CH:13][C:12]=2[Cl:17])[C:7]([CH2:20][OH:22])=[CH:8][N:9]=1)[CH2:2][CH2:3][CH3:4]. The yield is 0.410. (5) The reactants are C([CH:8]1[C:16]2[C:11](=[CH:12][CH:13]=[CH:14][CH:15]=2)[CH2:10][C:9]1([NH2:20])[C:17](O)=O)(OC(C)(C)C)=O.CN1CCOCC1.C(OC(Cl)=O)C(C)C.[CH2:36]([C:41]1[CH:42]=[C:43]([NH2:48])[C:44]([NH2:47])=[CH:45][CH:46]=1)[C:37]([CH3:40])([CH3:39])[CH3:38].C(O)(=O)C.FC(F)(F)C(O)=O. The catalyst is C(#N)C. The product is [CH3:38][C:37]([CH3:40])([CH3:39])[CH2:36][C:41]1[CH:46]=[CH:45][C:44]2[N:47]=[C:17]([C:9]3([NH2:20])[CH2:8][C:16]4[C:11](=[CH:12][CH:13]=[CH:14][CH:15]=4)[CH2:10]3)[NH:48][C:43]=2[CH:42]=1. The yield is 0.520. (6) The reactants are [I:1][C:2]1[CH:3]=[CH:4][C:5](O)=[C:6]([CH:10]=1)[C:7]([OH:9])=[O:8].[C:12]([O-])([O-])=O.[K+].[K+].COS([O:23][CH3:24])(=O)=O. The catalyst is CC(C)=O.O. The product is [I:1][C:2]1[CH:3]=[CH:4][C:5]([O:23][CH3:24])=[C:6]([CH:10]=1)[C:7]([O:9][CH3:12])=[O:8]. The yield is 0.990. (7) The yield is 0.930. The product is [Br:1][C:2]1[CH:7]=[CH:6][C:5]([C:8](=[O:12])[CH:9]([O:10][CH2:16][CH3:17])[O:11][CH2:20][CH3:21])=[CH:4][C:3]=1[F:13]. The catalyst is C(OCC)(=O)C.C1(C)C=CC(S(O)(=O)=O)=CC=1. The reactants are [Br:1][C:2]1[CH:7]=[CH:6][C:5]([C:8](=[O:12])[CH:9]([OH:11])[OH:10])=[CH:4][C:3]=1[F:13].C([O-])([O-])O[CH2:16][CH3:17].[C:20]1(C)C=CC=C[CH:21]=1.